The task is: Predict the reaction yield, written as a fraction of the theoretical maximum amount of product (1.0 means a 100% yield; for example, 0.34 means a 34% yield).. This data is from Reaction yield outcomes from USPTO patents with 853,638 reactions. (1) The reactants are [Cl:1][C:2]1[CH:3]=[CH:4][C:5]([C:12]#[C:13][Si](C)(C)C)=[C:6]([CH:11]=1)[C:7]([O:9][CH3:10])=[O:8].C([O-])([O-])=O.[K+].[K+]. The catalyst is CO. The product is [Cl:1][C:2]1[CH:3]=[CH:4][C:5]([C:12]#[CH:13])=[C:6]([CH:11]=1)[C:7]([O:9][CH3:10])=[O:8]. The yield is 0.552. (2) The reactants are [NH3:1].[N:2]1[CH:7]=[CH:6][CH:5]=[CH:4][C:3]=1[CH2:8][CH2:9][C:10]([O:12]CC)=O. The catalyst is CO. The product is [N:2]1[CH:7]=[CH:6][CH:5]=[CH:4][C:3]=1[CH2:8][CH2:9][C:10]([NH2:1])=[O:12]. The yield is 1.00. (3) The reactants are Br[C:2]1[CH:3]=[CH:4][CH:5]=[C:6]2[C:11]=1[N:10]=[C:9]([O:12][CH3:13])[CH:8]=[CH:7]2.CC1C=CC=CC=1P(C1C=CC=CC=1C)C1C=CC=CC=1C.[C:36]([O:40][CH3:41])(=[O:39])[CH:37]=[CH2:38]. The catalyst is CN(C=O)C.CC([O-])=O.CC([O-])=O.[Pd+2]. The product is [CH3:41][O:40][C:36](=[O:39])/[CH:37]=[CH:38]/[C:2]1[CH:3]=[CH:4][CH:5]=[C:6]2[C:11]=1[N:10]=[C:9]([O:12][CH3:13])[CH:8]=[CH:7]2. The yield is 0.910. (4) The reactants are [CH3:1][N:2]1[C:10]2[C:5](=[C:6]([N+:11]([O-])=O)[CH:7]=[CH:8][CH:9]=2)[CH:4]=[N:3]1.[H][H]. The catalyst is C(O)C.[Pd]. The product is [CH3:1][N:2]1[C:10]2[CH:9]=[CH:8][CH:7]=[C:6]([NH2:11])[C:5]=2[CH:4]=[N:3]1. The yield is 0.960. (5) The yield is 0.860. The product is [Cl:1][C:2]1[C:3]([F:22])=[C:4]([N:8]2[C:12]([S:13][C:14]3[CH:15]=[N:16][CH:17]=[CH:18][CH:19]=3)=[CH:11][C:10]([CH:20]=[O:21])=[N:9]2)[CH:5]=[CH:6][CH:7]=1. The reactants are [Cl:1][C:2]1[C:3]([F:22])=[C:4]([N:8]2[C:12]([S:13][C:14]3[CH:15]=[N:16][CH:17]=[CH:18][CH:19]=3)=[CH:11][C:10]([CH2:20][OH:21])=[N:9]2)[CH:5]=[CH:6][CH:7]=1. The catalyst is C1(C)C=CC=CC=1.[O-2].[O-2].[Mn+4]. (6) The reactants are Br[C:2]1[CH:7]=[CH:6][C:5]([C:8]2[N:9]([CH2:14][CH:15]3[CH2:19][CH2:18][N:17]([C:20]([CH:22]4[CH2:24][CH2:23]4)=[O:21])[CH2:16]3)[C:10]([CH3:13])=[CH:11][N:12]=2)=[CH:4][CH:3]=1.[Cl:25][C:26]1[CH:27]=[C:28](B(O)O)[CH:29]=[CH:30][C:31]=1[F:32].C([O-])([O-])=O.[K+].[K+]. The catalyst is O1CCOCC1.O.C1C=CC([P]([Pd]([P](C2C=CC=CC=2)(C2C=CC=CC=2)C2C=CC=CC=2)([P](C2C=CC=CC=2)(C2C=CC=CC=2)C2C=CC=CC=2)[P](C2C=CC=CC=2)(C2C=CC=CC=2)C2C=CC=CC=2)(C2C=CC=CC=2)C2C=CC=CC=2)=CC=1. The product is [Cl:25][C:26]1[CH:27]=[C:28]([C:2]2[CH:7]=[CH:6][C:5]([C:8]3[N:9]([CH2:14][CH:15]4[CH2:19][CH2:18][N:17]([C:20]([CH:22]5[CH2:24][CH2:23]5)=[O:21])[CH2:16]4)[C:10]([CH3:13])=[CH:11][N:12]=3)=[CH:4][CH:3]=2)[CH:29]=[CH:30][C:31]=1[F:32]. The yield is 0.280. (7) The reactants are [CH3:1][O:2][C:3]1[CH:4]=[CH:5][C:6]2[C:7]3[CH2:18][C:17]4[C:12](=[CH:13][CH:14]=[CH:15][CH:16]=4)[C:8]=3[NH:9][C:10]=2[CH:11]=1.[OH-].[Na+].I[CH3:22]. The catalyst is C1C=CC=CC=1.[I-].C([N+](CCCC)(CCCC)CCCC)CCC.O. The product is [CH3:1][O:2][C:3]1[CH:4]=[CH:5][C:6]2[C:7]3[CH2:18][C:17]4[C:12](=[CH:13][CH:14]=[CH:15][CH:16]=4)[C:8]=3[N:9]([CH3:22])[C:10]=2[CH:11]=1. The yield is 0.640.